From a dataset of Full USPTO retrosynthesis dataset with 1.9M reactions from patents (1976-2016). Predict the reactants needed to synthesize the given product. Given the product [C:42]([N:39]1[CH2:38][CH2:37][N:36]([C:33]2[CH:34]=[CH:35][C:30]([NH:29][C:2]3[N:10]=[C:9]4[C:5]([NH:6][C:7](=[O:16])[N:8]4[CH:11]([CH2:12][CH3:13])[CH2:14][CH3:15])=[CH:4][N:3]=3)=[CH:31][CH:32]=2)[CH2:41][CH2:40]1)(=[O:44])[CH3:43], predict the reactants needed to synthesize it. The reactants are: Cl[C:2]1[N:10]=[C:9]2[C:5]([N:6](C)[C:7](=[O:16])[N:8]2[CH:11]([CH2:14][CH3:15])[CH2:12][CH3:13])=[CH:4][N:3]=1.CC1C=CC(S(O)(=O)=O)=CC=1.[NH2:29][C:30]1[CH:35]=[CH:34][C:33]([N:36]2[CH2:41][CH2:40][N:39]([C:42](=[O:44])[CH3:43])[CH2:38][CH2:37]2)=[CH:32][CH:31]=1.